From a dataset of Forward reaction prediction with 1.9M reactions from USPTO patents (1976-2016). Predict the product of the given reaction. (1) Given the reactants [N:1]1[CH:6]=[CH:5][C:4]([C:7]2[S:8][C:9]3[CH2:10][N:11](C(OCC)=O)[CH2:12][CH2:13][C:14]=3[N:15]=2)=[CH:3][CH:2]=1.[OH-].[K+].[ClH:23], predict the reaction product. The product is: [ClH:23].[N:1]1[CH:6]=[CH:5][C:4]([C:7]2[S:8][C:9]3[CH2:10][NH:11][CH2:12][CH2:13][C:14]=3[N:15]=2)=[CH:3][CH:2]=1. (2) Given the reactants CCN(C(C)C)C(C)C.[CH3:10][O:11][C:12]1[CH:21]=[C:20]2[C:15]([CH:16]=[C:17]([C:23]([OH:25])=O)[C:18](=[O:22])[O:19]2)=[CH:14][CH:13]=1.CN(C(ON1N=NC2C=CC=NC1=2)=[N+](C)C)C.F[P-](F)(F)(F)(F)F.[N:50]1[C:51]([C:59]2[CH:60]=[C:61]([NH2:65])[CH:62]=[CH:63][CH:64]=2)=[CH:52][N:53]2[CH:58]=[CH:57][CH:56]=[CH:55][C:54]=12, predict the reaction product. The product is: [N:50]1[C:51]([C:59]2[CH:60]=[C:61]([NH:65][C:23]([C:17]3[C:18](=[O:22])[O:19][C:20]4[C:15]([CH:16]=3)=[CH:14][CH:13]=[C:12]([O:11][CH3:10])[CH:21]=4)=[O:25])[CH:62]=[CH:63][CH:64]=2)=[CH:52][N:53]2[CH:58]=[CH:57][CH:56]=[CH:55][C:54]=12. (3) The product is: [CH2:7]([N:14]1[CH:19]2[CH2:20][CH2:21][CH:15]1[CH2:16][NH:17][CH2:18]2)[C:8]1[CH:9]=[CH:10][CH:11]=[CH:12][CH:13]=1. Given the reactants [H-].[Al+3].[Li+].[H-].[H-].[H-].[CH2:7]([N:14]1[C@@H:19]2[CH2:20][CH2:21][C@H:15]1[C:16](=O)[NH:17][CH2:18]2)[C:8]1[CH:13]=[CH:12][CH:11]=[CH:10][CH:9]=1, predict the reaction product. (4) The product is: [CH3:1][O:2][CH:3]([O:29][CH3:30])[C:4]1[CH:23]=[CH:22][C:7]([O:8][CH2:9][CH2:10][NH2:32])=[C:6]([O:24][CH3:25])[C:5]=1[N+:26]([O-:28])=[O:27]. Given the reactants [CH3:1][O:2][CH:3]([O:29][CH3:30])[C:4]1[CH:23]=[CH:22][C:7]([O:8][CH2:9][CH2:10]C23C=CC=CC2C(NC3=O)=O)=[C:6]([O:24][CH3:25])[C:5]=1[N+:26]([O-:28])=[O:27].O.[NH2:32]N.O, predict the reaction product. (5) Given the reactants [CH:1]1([NH:7][C:8]2[C:13]([C:14]([OH:16])=O)=[CH:12][N:11]=[C:10]3[NH:17][CH:18]=[CH:19][C:9]=23)[CH2:6][CH2:5][CH2:4][CH2:3][CH2:2]1.O[N:21]1[C:25]2C=CC=CC=2N=N1.CN(C)CCCN=C=NCC.Cl.CN, predict the reaction product. The product is: [CH:1]1([NH:7][C:8]2[C:13]([C:14]([NH:21][CH3:25])=[O:16])=[CH:12][N:11]=[C:10]3[NH:17][CH:18]=[CH:19][C:9]=23)[CH2:2][CH2:3][CH2:4][CH2:5][CH2:6]1. (6) Given the reactants Cl[C:2]1[C:11]2[C:6](=[CH:7][CH:8]=[CH:9][CH:10]=2)[N:5]([CH2:12][C:13]2[CH:18]=[CH:17][C:16]([O:19][CH3:20])=[CH:15][CH:14]=2)[C:4](=[O:21])[C:3]=1[C:22]#[N:23].Cl.[CH3:25][O:26][C:27]1[CH:32]=[CH:31][CH:30]=[CH:29][C:28]=1[NH:33][NH2:34].C(N(CC)CC)C.C(O)C, predict the reaction product. The product is: [NH2:23][C:22]1[N:33]([C:28]2[CH:29]=[CH:30][CH:31]=[CH:32][C:27]=2[O:26][CH3:25])[N:34]=[C:2]2[C:11]3[CH:10]=[CH:9][CH:8]=[CH:7][C:6]=3[N:5]([CH2:12][C:13]3[CH:14]=[CH:15][C:16]([O:19][CH3:20])=[CH:17][CH:18]=3)[C:4](=[O:21])[C:3]=12. (7) Given the reactants Cl[CH2:2][C:3]([NH:5][CH2:6][CH2:7][C:8]([NH:10][C:11]1[CH:12]=[C:13]2[C:18](=[CH:19][CH:20]=1)[N:17]=[CH:16][N:15]=[C:14]2[NH:21][C:22]1[CH:27]=[CH:26][C:25]([O:28][C:29]2[CH:30]=[N:31][C:32]([CH3:35])=[CH:33][CH:34]=2)=[C:24]([CH3:36])[CH:23]=1)=[O:9])=[O:4].[NH:37]1[CH2:42][CH2:41][O:40][CH2:39][CH2:38]1, predict the reaction product. The product is: [CH3:36][C:24]1[CH:23]=[C:22]([NH:21][C:14]2[C:13]3[C:18](=[CH:19][CH:20]=[C:11]([NH:10][C:8](=[O:9])[CH2:7][CH2:6][NH:5][C:3](=[O:4])[CH2:2][N:37]4[CH2:42][CH2:41][O:40][CH2:39][CH2:38]4)[CH:12]=3)[N:17]=[CH:16][N:15]=2)[CH:27]=[CH:26][C:25]=1[O:28][C:29]1[CH:30]=[N:31][C:32]([CH3:35])=[CH:33][CH:34]=1.